This data is from NCI-60 drug combinations with 297,098 pairs across 59 cell lines. The task is: Regression. Given two drug SMILES strings and cell line genomic features, predict the synergy score measuring deviation from expected non-interaction effect. (1) Drug 1: C1CNP(=O)(OC1)N(CCCl)CCCl. Drug 2: B(C(CC(C)C)NC(=O)C(CC1=CC=CC=C1)NC(=O)C2=NC=CN=C2)(O)O. Cell line: SF-268. Synergy scores: CSS=21.7, Synergy_ZIP=-0.0592, Synergy_Bliss=0.380, Synergy_Loewe=-60.8, Synergy_HSA=-1.64. (2) Drug 2: CCC1(C2=C(COC1=O)C(=O)N3CC4=CC5=C(C=CC(=C5CN(C)C)O)N=C4C3=C2)O.Cl. Synergy scores: CSS=50.9, Synergy_ZIP=-7.34, Synergy_Bliss=-6.02, Synergy_Loewe=-2.04, Synergy_HSA=-2.04. Drug 1: CC1=C2C(C(=O)C3(C(CC4C(C3C(C(C2(C)C)(CC1OC(=O)C(C(C5=CC=CC=C5)NC(=O)OC(C)(C)C)O)O)OC(=O)C6=CC=CC=C6)(CO4)OC(=O)C)O)C)O. Cell line: HS 578T.